Dataset: Full USPTO retrosynthesis dataset with 1.9M reactions from patents (1976-2016). Task: Predict the reactants needed to synthesize the given product. (1) Given the product [OH:4][CH2:3][C@H:2]([NH:1][C:12]([NH:11][C:14]1[CH:15]=[CH:16][C:17]([C:20]2[N:24]=[CH:23][N:22]([C:25]3[CH:30]=[CH:29][C:28]([O:31][C:32]([F:35])([F:33])[F:34])=[CH:27][CH:26]=3)[N:21]=2)=[CH:18][CH:19]=1)=[S:13])[C:5]1[CH:10]=[CH:9][CH:8]=[CH:7][CH:6]=1, predict the reactants needed to synthesize it. The reactants are: [NH2:1][C@H:2]([C:5]1[CH:10]=[CH:9][CH:8]=[CH:7][CH:6]=1)[CH2:3][OH:4].[N:11]([C:14]1[CH:19]=[CH:18][C:17]([C:20]2[N:24]=[CH:23][N:22]([C:25]3[CH:30]=[CH:29][C:28]([O:31][C:32]([F:35])([F:34])[F:33])=[CH:27][CH:26]=3)[N:21]=2)=[CH:16][CH:15]=1)=[C:12]=[S:13]. (2) Given the product [CH2:20]([NH:19][C:17](=[O:18])[NH:16][C:14]1[S:15][C:11]2[C:10]([C:23]3[CH:28]=[CH:27][CH:26]=[CH:25][N:24]=3)=[CH:9][C:8]([C:4]3[CH:3]=[C:2]([N:41]4[CH2:42][CH2:43][C:38]([CH3:37])([C:44]([O:46][CH2:47][CH3:48])=[O:45])[CH2:39][CH2:40]4)[N:7]=[N:6][CH:5]=3)=[CH:22][C:12]=2[N:13]=1)[CH3:21], predict the reactants needed to synthesize it. The reactants are: Br[C:2]1[N:7]=[N:6][CH:5]=[C:4]([C:8]2[CH:9]=[C:10]([C:23]3[CH:28]=[CH:27][CH:26]=[CH:25][N:24]=3)[C:11]3[S:15][C:14]([NH:16][C:17]([NH:19][CH2:20][CH3:21])=[O:18])=[N:13][C:12]=3[CH:22]=2)[CH:3]=1.CCN(CC)CC.Cl.[CH3:37][C:38]1([C:44]([O:46][CH2:47][CH3:48])=[O:45])[CH2:43][CH2:42][NH:41][CH2:40][CH2:39]1.O. (3) The reactants are: Br[C:2]1[CH:3]=[N:4][CH:5]=[C:6]([C:8]2[NH:12][C:11]([CH:13]([F:15])[F:14])=[N:10][N:9]=2)[CH:7]=1.[CH2:16]([NH:18][C:19]([NH:21][C:22]1[CH:27]=[C:26]([C:28]2[S:29][CH:30]=[C:31]([C:33]([F:36])([F:35])[F:34])[N:32]=2)[C:25](B2OC(C)(C)C(C)(C)O2)=[CH:24][N:23]=1)=[O:20])[CH3:17].C(=O)([O-])[O-].[Cs+].[Cs+]. Given the product [F:14][CH:13]([F:15])[C:11]1[NH:12][C:8]([C:6]2[CH:7]=[C:2]([C:25]3[CH:24]=[N:23][C:22]([NH:21][C:19]([NH:18][CH2:16][CH3:17])=[O:20])=[CH:27][C:26]=3[C:28]3[S:29][CH:30]=[C:31]([C:33]([F:36])([F:34])[F:35])[N:32]=3)[CH:3]=[N:4][CH:5]=2)=[N:9][N:10]=1, predict the reactants needed to synthesize it. (4) Given the product [ClH:41].[ClH:41].[C:3]([O:7][C:8]([N:10]1[CH2:15][CH2:14][N:13]([CH2:16][CH2:17][CH2:18][NH:19][C:20]2[N:25]=[C:24]([C:26]3[S:30][C:29]4[CH:31]=[CH:32][CH:33]=[C:34]([C:35]([OH:37])=[O:36])[C:28]=4[CH:27]=3)[CH:23]=[CH:22][N:21]=2)[CH2:12][CH2:11]1)=[O:9])([CH3:6])([CH3:4])[CH3:5], predict the reactants needed to synthesize it. The reactants are: [Li+].[OH-].[C:3]([O:7][C:8]([N:10]1[CH2:15][CH2:14][N:13]([CH2:16][CH2:17][CH2:18][NH:19][C:20]2[N:25]=[C:24]([C:26]3[S:30][C:29]4[CH:31]=[CH:32][CH:33]=[C:34]([C:35]([O:37]C)=[O:36])[C:28]=4[CH:27]=3)[CH:23]=[CH:22][N:21]=2)[CH2:12][CH2:11]1)=[O:9])([CH3:6])([CH3:5])[CH3:4].CO.[ClH:41]. (5) Given the product [C:1]([O:5][C@@H:6]([C:11]1[C:32]([CH3:33])=[CH:31][C:14]2[N:15]=[C:16]([C:18]3[CH:23]=[CH:22][N:21]=[C:20]([N:24]4[CH2:29][CH2:28][N:27]([CH3:41])[C@H:26]([CH3:30])[CH2:25]4)[N:19]=3)[S:17][C:13]=2[C:12]=1[C:34]1[CH:35]=[CH:36][C:37]([Cl:40])=[CH:38][CH:39]=1)[C:7]([O:9][CH3:10])=[O:8])([CH3:2])([CH3:3])[CH3:4], predict the reactants needed to synthesize it. The reactants are: [C:1]([O:5][C@@H:6]([C:11]1[C:32]([CH3:33])=[CH:31][C:14]2[N:15]=[C:16]([C:18]3[CH:23]=[CH:22][N:21]=[C:20]([N:24]4[CH2:29][CH2:28][NH:27][C@H:26]([CH3:30])[CH2:25]4)[N:19]=3)[S:17][C:13]=2[C:12]=1[C:34]1[CH:39]=[CH:38][C:37]([Cl:40])=[CH:36][CH:35]=1)[C:7]([O:9][CH3:10])=[O:8])([CH3:4])([CH3:3])[CH3:2].[C:41](O[BH-](OC(=O)C)OC(=O)C)(=O)C.[Na+].C(O)(=O)C.C=O. (6) Given the product [ClH:36].[NH:19]1[CH2:20][CH2:21][CH2:22][CH:18]1[C:16]1[CH:15]=[CH:14][N:13]=[C:12]([C:4]2[S:5][C:6]3[CH:11]=[CH:10][CH:9]=[CH:8][C:7]=3[C:2](=[O:1])[N:3]=2)[CH:17]=1, predict the reactants needed to synthesize it. The reactants are: [O:1]=[C:2]1[C:7]2[CH:8]=[CH:9][CH:10]=[CH:11][C:6]=2[S:5][C:4]([C:12]2[CH:17]=[C:16]([CH:18]3[CH2:22][CH2:21][CH2:20][N:19]3C(OC(C)(C)C)=O)[CH:15]=[CH:14][N:13]=2)=[N:3]1.C(OCC)(=O)C.[ClH:36]. (7) Given the product [Cl:18][CH2:14][C:3]1[CH:4]=[CH:5][C:6]([C:8]2[CH:9]=[N:10][N:11]([CH3:13])[CH:12]=2)=[CH:7][C:2]=1[F:1], predict the reactants needed to synthesize it. The reactants are: [F:1][C:2]1[CH:7]=[C:6]([C:8]2[CH:9]=[N:10][N:11]([CH3:13])[CH:12]=2)[CH:5]=[CH:4][C:3]=1[CH2:14]O.S(Cl)([Cl:18])=O. (8) Given the product [CH:22]1([N:9]2[C:10]3[C:6](=[CH:5][CH:4]=[CH:3][C:2]=3[F:1])[C:7]([C:11]3[CH:16]=[CH:15][C:14]([O:17][CH3:18])=[C:13]([CH3:19])[CH:12]=3)=[N:8]2)[CH2:26][CH2:25][CH2:24][CH2:23]1, predict the reactants needed to synthesize it. The reactants are: [F:1][C:2]1[CH:3]=[CH:4][CH:5]=[C:6]2[C:10]=1[NH:9][N:8]=[C:7]2[C:11]1[CH:16]=[CH:15][C:14]([O:17][CH3:18])=[C:13]([CH3:19])[CH:12]=1.[H-].[Na+].[CH:22]1(Br)[CH2:26][CH2:25][CH2:24][CH2:23]1. (9) Given the product [ClH:1].[NH2:12][C@@:13]1([C:26]([O:28][CH2:29][CH3:30])=[O:27])[CH2:20][C:17]2([CH2:19][CH2:18]2)[C@@H:16]2[C@H:14]1[C@H:15]2[C:21]([O:23][CH2:24][CH3:25])=[O:22], predict the reactants needed to synthesize it. The reactants are: [ClH:1].C(OC([NH:12][C@@:13]1([C:26]([O:28][CH2:29][CH3:30])=[O:27])[CH2:20][C:17]2([CH2:19][CH2:18]2)[C@@H:16]2[C@H:14]1[C@H:15]2[C:21]([O:23][CH2:24][CH3:25])=[O:22])=O)C1C=CC=CC=1. (10) Given the product [CH3:24][S:25]([O:14][CH2:13][C:4]1[CH:5]=[C:6]([O:8][C:9]([F:11])([F:12])[F:10])[CH:7]=[C:2]([Br:1])[CH:3]=1)(=[O:27])=[O:26], predict the reactants needed to synthesize it. The reactants are: [Br:1][C:2]1[CH:3]=[C:4]([CH2:13][OH:14])[CH:5]=[C:6]([O:8][C:9]([F:12])([F:11])[F:10])[CH:7]=1.CCN(C(C)C)C(C)C.[CH3:24][S:25](Cl)(=[O:27])=[O:26].OS([O-])(=O)=O.[K+].